Predict the reaction yield, written as a fraction of the theoretical maximum amount of product (1.0 means a 100% yield; for example, 0.34 means a 34% yield). From a dataset of Reaction yield outcomes from USPTO patents with 853,638 reactions. The product is [NH:4]1[C:5]([C:6]2[CH:11]=[CH:10][C:9]([C:12]3[C:21]([CH3:22])=[CH:20][C:19]4[C:14](=[CH:15][CH:16]=[C:17]([OH:23])[CH:18]=4)[N:13]=3)=[CH:8][CH:7]=2)=[N:1][N:2]=[N:3]1. The catalyst is CN1C(=O)CCC1. The reactants are [NH:1]1[C:5]([C:6]2[CH:11]=[CH:10][C:9]([C:12]3[C:21]([CH3:22])=[CH:20][C:19]4[C:14](=[CH:15][CH:16]=[C:17]([O:23]C)[CH:18]=4)[N:13]=3)=[CH:8][CH:7]=2)=[N:4][N:3]=[N:2]1. The yield is 0.380.